From a dataset of Catalyst prediction with 721,799 reactions and 888 catalyst types from USPTO. Predict which catalyst facilitates the given reaction. (1) Reactant: [CH2:1]([N:8]1[CH2:13][C:12]([CH3:15])([CH3:14])[O:11][C:10](=[O:16])[CH2:9]1)[C:2]1[CH:7]=[CH:6][CH:5]=[CH:4][CH:3]=1.C[Si]([N-][Si](C)(C)C)(C)C.[Li+].Br[CH2:28][C:29]([O:31][C:32]([CH3:35])([CH3:34])[CH3:33])=[O:30]. Product: [CH2:1]([N:8]1[CH2:13][C:12]([CH3:14])([CH3:15])[O:11][C:10](=[O:16])[CH:9]1[CH2:28][C:29]([O:31][C:32]([CH3:35])([CH3:34])[CH3:33])=[O:30])[C:2]1[CH:3]=[CH:4][CH:5]=[CH:6][CH:7]=1. The catalyst class is: 7. (2) Reactant: [F:1][C:2]1[CH:7]=[CH:6][CH:5]=[CH:4][C:3]=1[S:8][C:9]1[C:13]2=[N:14][CH:15]=[CH:16][CH:17]=[C:12]2[N:11]([C:18]2[N:23]=[C:22]([NH2:24])[C:21]([NH2:25])=[C:20]([NH2:26])[N:19]=2)[N:10]=1.CN1CCCC1=O.[C:34](O[C:34]([O:36][CH3:37])=[O:35])([O:36][CH3:37])=[O:35]. Product: [NH2:26][C:20]1[C:21]([NH:25][C:34](=[O:35])[O:36][CH3:37])=[C:22]([NH2:24])[N:23]=[C:18]([N:11]2[C:12]3[C:13](=[N:14][CH:15]=[CH:16][CH:17]=3)[C:9]([S:8][C:3]3[CH:4]=[CH:5][CH:6]=[CH:7][C:2]=3[F:1])=[N:10]2)[N:19]=1. The catalyst class is: 41. (3) Product: [CH3:30][C:27]1[N:26]=[CH:25][C:24]([C@H:20]([NH:19][C:2]2[C:3]3[CH2:11][N:10]([C:12]4[CH:17]=[CH:16][C:15]([CH3:18])=[CH:14][N:13]=4)[CH2:9][CH2:8][C:4]=3[N:5]=[CH:6][N:7]=2)[CH2:21][CH2:22][OH:23])=[CH:29][CH:28]=1. The catalyst class is: 10. Reactant: Cl[C:2]1[C:3]2[CH2:11][N:10]([C:12]3[CH:17]=[CH:16][C:15]([CH3:18])=[CH:14][N:13]=3)[CH2:9][CH2:8][C:4]=2[N:5]=[CH:6][N:7]=1.[NH2:19][C@@H:20]([C:24]1[CH:25]=[N:26][C:27]([CH3:30])=[CH:28][CH:29]=1)[CH2:21][CH2:22][OH:23].C(N(CC)C(C)C)(C)C. (4) Reactant: Cl[C:2]1[CH:7]=[CH:6][C:5]([CH2:8][N:9]2[C:13]([CH3:14])=[CH:12][C:11](/[C:15](/[F:28])=[CH:16]/[C:17]3[CH:22]=[CH:21][C:20]([S:23][C:24]([F:27])([F:26])[F:25])=[CH:19][CH:18]=3)=[N:10]2)=[CH:4][N:3]=1.[CH3:29][NH2:30]. Product: [F:28]/[C:15](/[C:11]1[CH:12]=[C:13]([CH3:14])[N:9]([CH2:8][C:5]2[CH:6]=[CH:7][C:2]([NH:30][CH3:29])=[N:3][CH:4]=2)[N:10]=1)=[CH:16]\[C:17]1[CH:22]=[CH:21][C:20]([S:23][C:24]([F:27])([F:26])[F:25])=[CH:19][CH:18]=1. The catalyst class is: 8. (5) Reactant: [H-].[Na+].[CH2:3]([S:5]([NH2:8])(=[O:7])=[O:6])[CH3:4].[CH3:9][C:10]1([CH3:35])[CH2:19][C:18]2[C:13](=[CH:14][CH:15]=[C:16]([C:20](O)=[O:21])[CH:17]=2)[NH:12][CH:11]1[C:23]1[CH:28]=[CH:27][CH:26]=[C:25]([N:29]2[CH2:34][CH2:33][O:32][CH2:31][CH2:30]2)[CH:24]=1.C(N1C=CN=C1)(N1C=CN=C1)=O. Product: [CH3:9][C:10]1([CH3:35])[CH2:19][C:18]2[C:13](=[CH:14][CH:15]=[C:16]([C:20]([NH:8][S:5]([CH2:3][CH3:4])(=[O:7])=[O:6])=[O:21])[CH:17]=2)[NH:12][CH:11]1[C:23]1[CH:28]=[CH:27][CH:26]=[C:25]([N:29]2[CH2:34][CH2:33][O:32][CH2:31][CH2:30]2)[CH:24]=1. The catalyst class is: 9. (6) Reactant: [Cl:1][C:2]1[CH:11]=[C:10]2[C:5]([CH2:6][CH2:7][CH2:8][NH:9]2)=[CH:4][CH:3]=1.[Br:12]N1C(=O)CCC1=O.O. Product: [Br:12][C:3]1[CH:4]=[C:5]2[C:10](=[CH:11][C:2]=1[Cl:1])[NH:9][CH2:8][CH2:7][CH2:6]2. The catalyst class is: 2. (7) Reactant: [C:1]([C:3]1[CH:4]=[N:5][C:6]2[C:11]([CH:12]=1)=[CH:10][C:9]([O:13][CH:14]([O:18][CH3:19])[C:15]([OH:17])=O)=[CH:8][CH:7]=2)#[CH:2].Cl.[CH3:21][O:22][CH2:23][C:24]([NH2:27])([CH3:26])[CH3:25].CN(C1C=CC=CN=1)C.F[P-](F)(F)(F)(F)F.N1(O[P+](N(C)C)(N(C)C)N(C)C)C2C=CC=CC=2N=N1. Product: [C:1]([C:3]1[CH:4]=[N:5][C:6]2[C:11]([CH:12]=1)=[CH:10][C:9]([O:13][CH:14]([O:18][CH3:19])[C:15]([NH:27][C:24]([CH3:26])([CH3:25])[CH2:23][O:22][CH3:21])=[O:17])=[CH:8][CH:7]=2)#[CH:2]. The catalyst class is: 391. (8) Reactant: [OH:1][CH2:2][CH2:3][CH2:4][N:5]1[CH2:10][CH2:9][CH2:8][CH2:7][CH2:6]1.[Na].Cl[C:13]1[CH:18]=[C:17]([C:19]2[CH:24]=[CH:23][C:22]([O:25][CH2:26][CH2:27][CH2:28][N:29]3[CH2:34][CH2:33][CH2:32][C@H:31]([CH3:35])[CH2:30]3)=[CH:21][CH:20]=2)[CH:16]=[CH:15][N:14]=1. Product: [N:5]1([CH2:4][CH2:3][CH2:2][O:1][C:15]2[CH:16]=[C:17]([C:19]3[CH:20]=[CH:21][C:22]([O:25][CH2:26][CH2:27][CH2:28][N:29]4[CH2:34][CH2:33][CH2:32][C@H:31]([CH3:35])[CH2:30]4)=[CH:23][CH:24]=3)[CH:18]=[CH:13][N:14]=2)[CH2:10][CH2:9][CH2:8][CH2:7][CH2:6]1. The catalyst class is: 4. (9) The catalyst class is: 58. Product: [Cl:3][C:4]1[C:12]2[C:11]([NH:13][CH2:14][CH2:15][C:16]3[CH:21]=[CH:20][C:19]([O:22][C:26]4[CH:31]=[C:30]([C:32]([F:35])([F:34])[F:33])[CH:29]=[CH:28][N:27]=4)=[C:18]([O:23][CH3:24])[CH:17]=3)=[N:10][CH:9]=[N:8][C:7]=2[S:6][CH:5]=1. Reactant: [H-].[Na+].[Cl:3][C:4]1[C:12]2[C:11]([NH:13][CH2:14][CH2:15][C:16]3[CH:21]=[CH:20][C:19]([OH:22])=[C:18]([O:23][CH3:24])[CH:17]=3)=[N:10][CH:9]=[N:8][C:7]=2[S:6][CH:5]=1.Cl[C:26]1[CH:31]=[C:30]([C:32]([F:35])([F:34])[F:33])[CH:29]=[CH:28][N:27]=1. (10) Product: [CH3:1][O:2][C:3](=[O:36])[C:4]1[CH:9]=[CH:8][C:7]([Cl:10])=[CH:6][C:5]=1[N:11]([S:19]([C:22]1[CH:23]=[CH:24][C:25]([OH:28])=[CH:26][CH:27]=1)(=[O:21])=[O:20])[C:12]([O:14][C:15]([CH3:18])([CH3:16])[CH3:17])=[O:13]. The catalyst class is: 99. Reactant: [CH3:1][O:2][C:3](=[O:36])[C:4]1[CH:9]=[CH:8][C:7]([Cl:10])=[CH:6][C:5]=1[N:11]([S:19]([C:22]1[CH:27]=[CH:26][C:25]([O:28]CC2C=CC=CC=2)=[CH:24][CH:23]=1)(=[O:21])=[O:20])[C:12]([O:14][C:15]([CH3:18])([CH3:17])[CH3:16])=[O:13].[H][H].